This data is from M1 muscarinic receptor antagonist screen with 61,756 compounds. The task is: Binary Classification. Given a drug SMILES string, predict its activity (active/inactive) in a high-throughput screening assay against a specified biological target. (1) The drug is o1c(Cn2c(nc3c(c2=O)cccc3)CCCN2C(=O)c3c(C2=O)cccc3)ccc1. The result is 0 (inactive). (2) The drug is O(c1cc2c(c(=O)n(cc2C(=O)NCc2cccnc2)CC)cc1OC)C. The result is 0 (inactive). (3) The molecule is O1C(CN2C(\C(C(=O)C2=O)=C(\O)c2cc3CC(Oc3cc2)C)c2occc2)CCC1. The result is 0 (inactive). (4) The drug is S(=O)(=O)(N1CCC(NC(=O)c2c(OC)cc(OC)cc2)CC1)Cc1ccccc1. The result is 0 (inactive). (5) The result is 0 (inactive). The compound is S(c1oc(nn1)C(NC(OC(C)(C)C)=O)CC(C)C)Cc1cc(F)ccc1. (6) The molecule is S(=O)(=O)(NCC1OCCC1)c1ccc(C(=O)N2CCc3c2cccc3)cc1. The result is 0 (inactive). (7) The drug is Brc1cc2c(NC(=O)CCN3CCCCC3)c([nH]c2cc1)C(OCC)=O. The result is 1 (active). (8) The molecule is Clc1ccc(Cn2c3ncccc3c(=O)n(c2=O)c2ncccc2C(OC)=O)cc1. The result is 0 (inactive).